Dataset: Full USPTO retrosynthesis dataset with 1.9M reactions from patents (1976-2016). Task: Predict the reactants needed to synthesize the given product. (1) Given the product [Br-:1].[CH:2]1([C:8]([OH:34])([C:28]2[CH:29]=[CH:30][CH:31]=[CH:32][CH:33]=2)[C:9]([O:11][CH:12]2[CH2:56][CH2:57][N+:58]([CH3:71])([CH2:61][C:62](=[O:70])[NH:63][C:64]3[CH:69]=[N:68][CH:67]=[CH:66][N:65]=3)[CH2:59][CH2:60]2)=[O:10])[CH2:7][CH2:6][CH2:5][CH2:4][CH2:3]1, predict the reactants needed to synthesize it. The reactants are: [Br-:1].[CH:2]1([C:8]([OH:34])([C:28]2[CH:33]=[CH:32][CH:31]=[CH:30][CH:29]=2)[C:9]([O:11][CH2:12]C2CCC[N+]2(C(C2C=CON=2)C(=O)N)C)=[O:10])[CH2:7][CH2:6][CH2:5][CH2:4][CH2:3]1.[Br-].OC[C@H]1CCC[N+]1(CC(=O)NC1C=CON=1)C.[Br-].OC1[CH2:60][CH2:59][N+:58]([CH3:71])([CH2:61][C:62](=[O:70])[NH:63][C:64]2[CH:69]=[N:68][CH:67]=[CH:66][N:65]=2)[CH2:57][CH2:56]1. (2) Given the product [Cl:18][C:19]1[CH:24]=[CH:23][C:22]([C:8]2[C:7]([N:13]3[CH2:17][CH2:16][CH2:15][CH2:14]3)=[N:6][CH:5]=[C:4]([CH:9]=2)[C:3]([NH:28][C@@H:29]([CH2:34][OH:35])[CH2:30][CH:31]([CH3:33])[CH3:32])=[O:12])=[CH:21][CH:20]=1, predict the reactants needed to synthesize it. The reactants are: CO[C:3](=[O:12])[C:4]1[CH:9]=[C:8](Br)[C:7](Cl)=[N:6][CH:5]=1.[NH:13]1[CH2:17][CH2:16][CH2:15][CH2:14]1.[Cl:18][C:19]1[CH:24]=[CH:23][C:22](B(O)O)=[CH:21][CH:20]=1.[NH2:28][C@@H:29]([CH2:34][OH:35])[CH2:30][CH:31]([CH3:33])[CH3:32]. (3) Given the product [CH:67]1([CH2:66][O:65][C:61]2[CH:60]=[C:59]([C@H:57]3[CH2:56][O:55][C:51]4=[CH:52][C:53]5[CH2:54][C@@H:45]([C:43]([NH:42][C@@H:26]([CH2:27][C:28]6[CH:33]=[CH:32][C:31]([C:34]7[CH:39]=[CH:38][N:37]=[C:36]([CH3:40])[C:35]=7[CH3:41])=[CH:30][CH:29]=6)[C:25]([OH:72])=[O:24])=[O:44])[N:46]([C:7]([C:5]6[N:6]=[C:2]([CH3:1])[O:3][C:4]=6[CH3:10])=[O:9])[CH2:47][C:48]=5[CH:49]=[C:50]4[O:58]3)[CH:64]=[CH:63][CH:62]=2)[CH2:71][CH2:70][CH2:69][CH2:68]1, predict the reactants needed to synthesize it. The reactants are: [CH3:1][C:2]1[O:3][C:4]([CH3:10])=[C:5]([C:7]([OH:9])=O)[N:6]=1.C1C=CC2N(O)N=NC=2C=1.Cl.Cl.C[O:24][C:25](=[O:72])[C@@H:26]([NH:42][C:43]([C@@H:45]1[CH2:54][C:53]2[CH:52]=[C:51]3[O:55][CH2:56][C@H:57]([C:59]4[CH:64]=[CH:63][CH:62]=[C:61]([O:65][CH2:66][CH:67]5[CH2:71][CH2:70][CH2:69][CH2:68]5)[CH:60]=4)[O:58][C:50]3=[CH:49][C:48]=2[CH2:47][NH:46]1)=[O:44])[CH2:27][C:28]1[CH:33]=[CH:32][C:31]([C:34]2[CH:39]=[CH:38][N:37]=[C:36]([CH3:40])[C:35]=2[CH3:41])=[CH:30][CH:29]=1.CCN(C(C)C)C(C)C. (4) Given the product [N:1]1[C:10]2[C:5](=[CH:6][CH:7]=[CH:8][CH:9]=2)[CH:4]=[CH:3][C:2]=1/[CH:11]=[CH:14]/[C:16]([O:18][CH3:26])=[O:17], predict the reactants needed to synthesize it. The reactants are: [N:1]1[C:10]2[C:5](=[CH:6][CH:7]=[CH:8][CH:9]=2)[CH:4]=[CH:3][C:2]=1[CH:11]=O.C[C:14](P(OC)(O)=O)([C:16]([O-:18])=[O:17])C.[H-].[Na+].[CH2:26]1COCC1. (5) Given the product [Cl:1][C:2]1[C:7]2[S:8][CH:9]=[CH:10][C:6]=2[CH:5]=[C:4]([N+:14]([O-:16])=[O:15])[CH:3]=1, predict the reactants needed to synthesize it. The reactants are: [Cl:1][C:2]1[C:7]2[S:8][C:9](C(O)=O)=[CH:10][C:6]=2[CH:5]=[C:4]([N+:14]([O-:16])=[O:15])[CH:3]=1. (6) Given the product [CH3:1][O:2][C:3](=[O:12])[C:4]1[CH:9]=[CH:8][C:7]([CH3:10])=[C:6]([O:11][CH2:36][CH2:35][CH2:34][N:21]([CH2:22][C:23]2[CH:28]=[CH:27][CH:26]=[C:25]([C:29]([F:30])([F:31])[F:32])[C:24]=2[Cl:33])[CH2:20][CH:19]([C:38]2[CH:43]=[CH:42][CH:41]=[CH:40][CH:39]=2)[C:13]2[CH:14]=[CH:15][CH:16]=[CH:17][CH:18]=2)[CH:5]=1, predict the reactants needed to synthesize it. The reactants are: [CH3:1][O:2][C:3](=[O:12])[C:4]1[CH:9]=[CH:8][C:7]([CH3:10])=[C:6]([OH:11])[CH:5]=1.[C:13]1([CH:19]([C:38]2[CH:43]=[CH:42][CH:41]=[CH:40][CH:39]=2)[CH2:20][N:21]([CH2:34][CH2:35][CH2:36]O)[CH2:22][C:23]2[CH:28]=[CH:27][CH:26]=[C:25]([C:29]([F:32])([F:31])[F:30])[C:24]=2[Cl:33])[CH:18]=[CH:17][CH:16]=[CH:15][CH:14]=1.C1(P(C2C=CC=CC=2)C2C=CC=CC=2)C=CC=CC=1.CC(OC(/N=N/C(OC(C)C)=O)=O)C. (7) Given the product [CH3:1][O:2][C:3](=[O:9])[CH:4]=[C:5]([NH:11][CH3:10])[CH2:6][CH3:7], predict the reactants needed to synthesize it. The reactants are: [CH3:1][O:2][C:3](=[O:9])[CH2:4][C:5](=O)[CH2:6][CH3:7].[CH3:10][NH2:11].